This data is from Full USPTO retrosynthesis dataset with 1.9M reactions from patents (1976-2016). The task is: Predict the reactants needed to synthesize the given product. (1) Given the product [Br:1][C:2]1[CH:10]=[CH:9][C:5]([C:6]([O:8][CH3:17])=[O:7])=[CH:4][C:3]=1[OH:11], predict the reactants needed to synthesize it. The reactants are: [Br:1][C:2]1[CH:10]=[CH:9][C:5]([C:6]([OH:8])=[O:7])=[CH:4][C:3]=1[OH:11].S(=O)(=O)(O)O.[C:17](=O)([O-])[O-].[Na+].[Na+]. (2) Given the product [Br:1][C:2]1[C:3]([C:24]2[CH:29]=[CH:28][C:27]([Cl:30])=[CH:26][CH:25]=2)=[CH:4][C:5]2[N:6]([C:10]([CH2:11][C:12]3[C:13]([CH3:22])=[N:14][C:15]([C:18]([F:21])([F:20])[F:19])=[CH:16][CH:17]=3)=[N:9][N:8]=2)[CH:7]=1, predict the reactants needed to synthesize it. The reactants are: [Br:1][C:2]1[C:3]([C:24]2[CH:29]=[CH:28][C:27]([Cl:30])=[CH:26][CH:25]=2)=[CH:4][C:5]([NH:8][NH:9][C:10](=O)[CH2:11][C:12]2[C:13]([CH3:22])=[N:14][C:15]([C:18]([F:21])([F:20])[F:19])=[CH:16][CH:17]=2)=[N:6][CH:7]=1.BrC1C(C2C=CC(Cl)=CC=2)=CC2N(C(CC3C=NC(C(F)(F)F)=CC=3)=NN=2)C=1. (3) Given the product [NH2:40][CH2:39][CH2:38][C:32]1[C:31]2[C:35](=[CH:36][CH:37]=[C:29]([O:28][C:27]3[CH:48]=[C:23]([N:20]4[CH2:21][CH2:22][N:17]([CH2:16][C:9]5[CH2:10][CH2:11][C:12]([CH3:15])([CH3:14])[CH2:13][C:8]=5[C:5]5[CH:4]=[CH:3][C:2]([Cl:1])=[CH:7][CH:6]=5)[CH2:18][CH2:19]4)[CH:24]=[CH:25][C:26]=3[C:49]([NH:50][S:51]([C:54]3[CH:59]=[CH:58][C:57]([NH:60][CH2:61][CH:62]4[CH2:63][CH2:64][O:65][CH2:66][CH2:67]4)=[C:56]([N+:68]([O-:70])=[O:69])[CH:55]=3)(=[O:53])=[O:52])=[O:71])[CH:30]=2)[NH:34][CH:33]=1, predict the reactants needed to synthesize it. The reactants are: [Cl:1][C:2]1[CH:7]=[CH:6][C:5]([C:8]2[CH2:13][C:12]([CH3:15])([CH3:14])[CH2:11][CH2:10][C:9]=2[CH2:16][N:17]2[CH2:22][CH2:21][N:20]([C:23]3[CH:24]=[CH:25][C:26]([C:49](=[O:71])[NH:50][S:51]([C:54]4[CH:59]=[CH:58][C:57]([NH:60][CH2:61][CH:62]5[CH2:67][CH2:66][O:65][CH2:64][CH2:63]5)=[C:56]([N+:68]([O-:70])=[O:69])[CH:55]=4)(=[O:53])=[O:52])=[C:27]([CH:48]=3)[O:28][C:29]3[CH:30]=[C:31]4[C:35](=[CH:36][CH:37]=3)[NH:34][CH:33]=[C:32]4[CH2:38][CH2:39][NH:40]C(=O)OC(C)(C)C)[CH2:19][CH2:18]2)=[CH:4][CH:3]=1.FC(F)(F)C(O)=O. (4) Given the product [CH3:18][O:19][C:20]1[N:25]=[CH:24][C:23]([NH:26][CH:11]=[C:6]2[C:7](=[O:8])[O:9][C:2]([CH3:10])([CH3:1])[O:3][C:4]2=[O:5])=[CH:22][CH:21]=1, predict the reactants needed to synthesize it. The reactants are: [CH3:1][C:2]1([CH3:10])[O:9][C:7](=[O:8])[CH2:6][C:4](=[O:5])[O:3]1.[CH:11](OC)(OC)OC.[CH3:18][O:19][C:20]1[N:25]=[CH:24][C:23]([NH2:26])=[CH:22][CH:21]=1. (5) Given the product [O:15]=[C:7]1[CH:6]([NH:16][C:17](=[O:23])[O:18][C:19]([CH3:22])([CH3:21])[CH3:20])[CH2:5][C:4]2[C:9](=[C:10]([N:12]3[CH2:38][CH2:37][CH2:36][C:35]3=[O:39])[CH:11]=[CH:2][CH:3]=2)[NH:8]1, predict the reactants needed to synthesize it. The reactants are: Br[C:2]1[CH:3]=[C:4]2[C:9](=[C:10]([N+:12]([O-])=O)[CH:11]=1)[NH:8][C:7](=[O:15])[CH:6]([NH:16][C:17](=[O:23])[O:18][C:19]([CH3:22])([CH3:21])[CH3:20])[CH2:5]2.C(N(C(C)C)CC)(C)C.CN1[CH2:38][CH2:37][CH2:36][C:35]1=[O:39]. (6) Given the product [Cl:1][C:2]1[CH:3]=[N:4][C:5]2[N:6]([N:8]=[C:9]([C:11]([N:26]3[CH2:25][CH2:24][C:23]4[C:28](=[CH:29][C:20]([N:14]5[CH2:19][CH2:18][O:17][CH2:16][CH2:15]5)=[CH:21][CH:22]=4)[CH2:27]3)=[O:13])[CH:10]=2)[CH:7]=1, predict the reactants needed to synthesize it. The reactants are: [Cl:1][C:2]1[CH:3]=[N:4][C:5]2[N:6]([N:8]=[C:9]([C:11]([OH:13])=O)[CH:10]=2)[CH:7]=1.[N:14]1([C:20]2[CH:29]=[C:28]3[C:23]([CH2:24][CH2:25][NH:26][CH2:27]3)=[CH:22][CH:21]=2)[CH2:19][CH2:18][O:17][CH2:16][CH2:15]1. (7) Given the product [Br:24][C:25]1[CH:26]=[CH:27][C:28]([CH2:35][S:14][C:15]2[CH:20]=[CH:19][CH:18]=[CH:17][CH:16]=2)=[C:29]([CH:34]=1)[C:30]([O:32][CH3:33])=[O:31], predict the reactants needed to synthesize it. The reactants are: BrC1C(OC)=C(C=CC=1C[S:14][C:15]1[CH:20]=[CH:19][CH:18]=[CH:17][C:16]=1C)C(OCC)=O.[Br:24][C:25]1[CH:26]=[CH:27][C:28]([CH2:35]Br)=[C:29]([CH:34]=1)[C:30]([O:32][CH3:33])=[O:31].C1(S)C=CC=CC=1. (8) Given the product [Cl:1][C:2]1[CH:3]=[C:4]([CH:26]=[CH:27][C:28]=1[O:29][CH2:31][C:32]1[CH:39]=[CH:38][CH:37]=[CH:36][C:33]=1[C:34]#[N:35])[NH:5][C:6]1[C:15]2[C:10](=[CH:11][C:12]([O:24][CH3:25])=[CH:13][C:14]=2[O:16][CH:17]2[CH2:18][CH2:19][N:20]([CH3:23])[CH2:21][CH2:22]2)[N:9]=[CH:8][N:7]=1, predict the reactants needed to synthesize it. The reactants are: [Cl:1][C:2]1[CH:3]=[C:4]([CH:26]=[CH:27][C:28]=1[OH:29])[NH:5][C:6]1[C:15]2[C:10](=[CH:11][C:12]([O:24][CH3:25])=[CH:13][C:14]=2[O:16][CH:17]2[CH2:22][CH2:21][N:20]([CH3:23])[CH2:19][CH2:18]2)[N:9]=[CH:8][N:7]=1.Cl[CH2:31][C:32]1[CH:39]=[CH:38][CH:37]=[CH:36][C:33]=1[C:34]#[N:35]. (9) Given the product [Cl:32][C:33]1[CH:38]=[CH:37][CH:36]=[C:35]([CH3:39])[C:34]=1[S:40]([NH:8][C:7]1[CH:6]=[CH:5][C:4]([F:9])=[C:3]([NH:10][C:11]2[C:16]([C:17]3[N:25]=[CH:24][N:23]=[C:22]4[C:18]=3[N:19]=[CH:20][N:21]4[CH:26]3[CH2:31][CH2:30][CH2:29][CH2:28][O:27]3)=[CH:15][CH:14]=[CH:13][N:12]=2)[C:2]=1[F:1])(=[O:41])=[O:42], predict the reactants needed to synthesize it. The reactants are: [F:1][C:2]1[C:7]([NH2:8])=[CH:6][CH:5]=[C:4]([F:9])[C:3]=1[NH:10][C:11]1[C:16]([C:17]2[N:25]=[CH:24][N:23]=[C:22]3[C:18]=2[N:19]=[CH:20][N:21]3[CH:26]2[CH2:31][CH2:30][CH2:29][CH2:28][O:27]2)=[CH:15][CH:14]=[CH:13][N:12]=1.[Cl:32][C:33]1[CH:38]=[CH:37][CH:36]=[C:35]([CH3:39])[C:34]=1[S:40](Cl)(=[O:42])=[O:41].N1C=CC=CC=1. (10) Given the product [C:1]1([N:7]([C:13]([CH3:15])=[O:14])[CH2:8][C:9]([NH:16][C@H:17]([C:26]([NH2:28])=[O:27])[CH2:18][C:19]2[CH:20]=[CH:21][C:22]([OH:25])=[CH:23][CH:24]=2)=[O:11])[CH:2]=[CH:3][CH:4]=[CH:5][CH:6]=1, predict the reactants needed to synthesize it. The reactants are: [C:1]1([N:7]([C:13]([CH3:15])=[O:14])[CH2:8][C:9]([O:11]C)=O)[CH:6]=[CH:5][CH:4]=[CH:3][CH:2]=1.[NH2:16][C@H:17]([C:26]([NH2:28])=[O:27])[CH2:18][C:19]1[CH:24]=[CH:23][C:22]([OH:25])=[CH:21][CH:20]=1.CCOC(C)=O.[OH-].[Na+].